Dataset: Full USPTO retrosynthesis dataset with 1.9M reactions from patents (1976-2016). Task: Predict the reactants needed to synthesize the given product. (1) Given the product [CH3:6][N:7]1[C@@H:11]([CH3:12])[CH:10]([C:13]2[CH:18]=[CH:17][CH:16]=[CH:15][CH:14]=2)[N:9]([C:19](=[O:36])[C@@H:20]([CH2:21][CH2:22][C:23]([F:35])([F:34])[C:24]([F:33])([F:32])[C:25]([F:30])([F:31])[C:26]([F:27])([F:28])[F:29])[CH2:56][CH2:55][CH2:54][CH2:53][CH2:52][CH2:51][CH:50]=[CH2:49])[C:8]1=[O:37], predict the reactants needed to synthesize it. The reactants are: O1CCCC1.[CH3:6][N:7]1[C@@H:11]([CH3:12])[C@@H:10]([C:13]2[CH:18]=[CH:17][CH:16]=[CH:15][CH:14]=2)[N:9]([C:19](=[O:36])[CH2:20][CH2:21][CH2:22][C:23]([F:35])([F:34])[C:24]([F:33])([F:32])[C:25]([F:31])([F:30])[C:26]([F:29])([F:28])[F:27])[C:8]1=[O:37].C[Si]([N-][Si](C)(C)C)(C)C.[Li+].Br[CH2:49][CH2:50][CH2:51][CH2:52][CH2:53][CH2:54][CH:55]=[CH2:56]. (2) Given the product [B:1]([OH:10])([OH:6])[OH:2].[CH:3]([CH2:16][C:15]([C:18]([OH:21])([CH3:20])[CH3:19])([CH3:17])[OH:14])([CH3:5])[CH3:4], predict the reactants needed to synthesize it. The reactants are: [B:1]([O:10]C(C)C)([O:6]C(C)C)[O:2][CH:3]([CH3:5])[CH3:4].[OH:14][C:15]([C:18]([OH:21])([CH3:20])[CH3:19])([CH3:17])[CH3:16]. (3) Given the product [CH3:55][O:54][C:52](=[O:53])[NH:51][CH:47]([C:46]([N:40]1[CH:39]([C:36]2[NH:37][CH:38]=[C:34]([C:29]3[CH:28]=[CH:27][C:26]4[C:31](=[CH:32][CH:33]=[C:24]([C:21]5[CH:22]=[CH:23][C:18]([C:15]6[NH:14][C:13]([CH:9]7[N:8]([C:72](=[O:74])[CH:71]([NH:75][C:76]([O:78][CH3:79])=[O:77])[CH2:70][CH2:69][O:68][CH3:67])[CH2:12][CH2:11][S:10]7)=[N:17][CH:16]=6)=[CH:19][CH:20]=5)[CH:25]=4)[CH:30]=3)[N:35]=2)[CH2:45][C:42]2([CH2:44][CH2:43]2)[CH2:41]1)=[O:56])[CH:48]([CH3:50])[CH3:49], predict the reactants needed to synthesize it. The reactants are: C(OC([N:8]1[CH2:12][CH2:11][S:10][CH:9]1[C:13]1[NH:14][C:15]([C:18]2[CH:23]=[CH:22][C:21]([C:24]3[CH:33]=[CH:32][C:31]4[C:26](=[CH:27][CH:28]=[C:29]([C:34]5[N:35]=[C:36]([CH:39]6[CH2:45][C:42]7([CH2:44][CH2:43]7)[CH2:41][N:40]6[C:46](=[O:56])[CH:47]([NH:51][C:52]([O:54][CH3:55])=[O:53])[CH:48]([CH3:50])[CH3:49])[NH:37][CH:38]=5)[CH:30]=4)[CH:25]=3)=[CH:20][CH:19]=2)=[CH:16][N:17]=1)=O)(C)(C)C.Cl.CCN(C(C)C)C(C)C.[CH3:67][O:68][CH2:69][CH2:70][CH:71]([NH:75][C:76]([O:78][CH3:79])=[O:77])[C:72]([OH:74])=O.CN(C(ON1N=NC2C=CC=NC1=2)=[N+](C)C)C.F[P-](F)(F)(F)(F)F. (4) Given the product [F:15][C:10]1[CH:11]=[CH:12][CH:13]=[C:14]2[C:9]=1[CH:8]=[N:7][C:5]([OH:6])=[CH:4]2, predict the reactants needed to synthesize it. The reactants are: C(O[CH:4](OCC)[C:5]([NH:7][CH2:8][C:9]1[CH:14]=[CH:13][CH:12]=[CH:11][C:10]=1[F:15])=[O:6])C.[OH-].[NH4+].CCOCC. (5) Given the product [Cl:19][C:16]1[CH:17]=[C:18]2[C:13](=[CH:14][CH:15]=1)[NH:12][C:11](=[O:20])[C:10]2([O:3][CH2:2][C:1]([O:5][CH3:6])=[O:4])[C:21]1[CH:26]=[CH:25][CH:24]=[CH:23][C:22]=1[O:27][CH3:28], predict the reactants needed to synthesize it. The reactants are: [C:1]([O:5][CH3:6])(=[O:4])[CH2:2][OH:3].[H-].[Na+].Cl[C:10]1([C:21]2[CH:26]=[CH:25][CH:24]=[CH:23][C:22]=2[O:27][CH3:28])[C:18]2[C:13](=[CH:14][CH:15]=[C:16]([Cl:19])[CH:17]=2)[NH:12][C:11]1=[O:20].CCOC(C)=O. (6) Given the product [C:18]([CH:15]1[CH2:14][CH2:13][N:12]([C:10]([C@H:9]([NH:8][C:3]([C:2]2[C:32]3[C:33](=[N:29][CH:27]=[C:26]([C:34]4[CH:36]=[N:40][N:39]([CH3:38])[CH:37]=4)[N:25]=3)[NH:55][CH:53]=2)=[O:5])[C:20]([CH3:23])([CH3:22])[CH3:21])=[O:11])[CH2:17][CH2:16]1)#[N:19], predict the reactants needed to synthesize it. The reactants are: F[C:2](F)(F)[C:3]([OH:5])=O.[NH2:8][C@H:9]([C:20]([CH3:23])([CH3:22])[CH3:21])[C:10]([N:12]1[CH2:17][CH2:16][CH:15]([C:18]#[N:19])[CH2:14][CH2:13]1)=[O:11].Cl.[NH2:25][C@H:26]([C:34]([CH3:37])([CH3:36])C)[C:27]([N:29]1[CH2:33][CH2:32]CC1)=O.[CH3:38][N:39]1C=C(B2OC(C)(C)C(C)(C)O2)C=[N:40]1.[CH2:53]([N:55]1C=C(B2OC(C)(C)C(C)(C)O2)C=N1)C. (7) Given the product [Cl:11][C:12]1[CH:20]=[C:19]([CH:21]([O:24][CH2:25][C:26]2([C:39]3[CH:44]=[CH:43][C:42]([F:45])=[CH:41][CH:40]=3)[CH2:31][CH2:30][N:29]([C:32]([O:34][C:35]([CH3:38])([CH3:37])[CH3:36])=[O:33])[CH2:28][CH2:27]2)[CH:22]=[O:23])[C:18]2[C:14](=[CH:15][N:16]([CH2:46][O:47][CH2:48][CH2:49][Si:50]([CH3:53])([CH3:52])[CH3:51])[N:17]=2)[CH:13]=1, predict the reactants needed to synthesize it. The reactants are: CS(C)=O.C(Cl)(=O)C(Cl)=O.[Cl:11][C:12]1[CH:20]=[C:19]([CH:21]([O:24][CH2:25][C:26]2([C:39]3[CH:44]=[CH:43][C:42]([F:45])=[CH:41][CH:40]=3)[CH2:31][CH2:30][N:29]([C:32]([O:34][C:35]([CH3:38])([CH3:37])[CH3:36])=[O:33])[CH2:28][CH2:27]2)[CH2:22][OH:23])[C:18]2[C:14](=[CH:15][N:16]([CH2:46][O:47][CH2:48][CH2:49][Si:50]([CH3:53])([CH3:52])[CH3:51])[N:17]=2)[CH:13]=1.C(N(CC)C(C)C)(C)C.